Dataset: Reaction yield outcomes from USPTO patents with 853,638 reactions. Task: Predict the reaction yield, written as a fraction of the theoretical maximum amount of product (1.0 means a 100% yield; for example, 0.34 means a 34% yield). (1) The reactants are [N+:1]([C:4]1[CH:12]=[C:11]2[C:7]([CH:8]=[CH:9][NH:10]2)=[CH:6][CH:5]=1)([O-:3])=[O:2].CCN(C(C)C)C(C)C.[C:22](Br)([CH3:25])([CH3:24])[CH3:23]. The catalyst is CCCC[N+](CCCC)(CCCC)CCCC.[I-].C1(C)C=CC=CC=1.[O-]S(C(F)(F)F)(=O)=O.[Zn+2].[O-]S(C(F)(F)F)(=O)=O. The product is [C:22]([C:8]1[C:7]2[C:11](=[CH:12][C:4]([N+:1]([O-:3])=[O:2])=[CH:5][CH:6]=2)[NH:10][CH:9]=1)([CH3:25])([CH3:24])[CH3:23]. The yield is 0.190. (2) The reactants are O=[C:2]([CH2:8][C:9](=O)[CH3:10])[C:3]([O:5][CH2:6][CH3:7])=[O:4].[C:12]([CH2:14][C:15]([NH2:17])=[O:16])#[N:13].N1CCCCC1.Cl. The catalyst is CCO. The product is [C:12]([C:14]1[C:15](=[O:16])[NH:17][C:9]([CH3:10])=[CH:8][C:2]=1[C:3]([O:5][CH2:6][CH3:7])=[O:4])#[N:13]. The yield is 0.512. (3) The reactants are [Cl:1][C:2]1[C:7]([N+:8]([O-:10])=[O:9])=[CH:6][CH:5]=[C:4]([Cl:11])[C:3]=1[C:12]1[C:13](=[O:22])[NH:14][C:15]2[C:20]([CH:21]=1)=[CH:19][CH:18]=[CH:17][CH:16]=2.I[CH3:24]. The catalyst is CN(C=O)C.CCOC(C)=O. The product is [Cl:1][C:2]1[C:7]([N+:8]([O-:10])=[O:9])=[CH:6][CH:5]=[C:4]([Cl:11])[C:3]=1[C:12]1[C:13](=[O:22])[N:14]([CH3:24])[C:15]2[C:20]([CH:21]=1)=[CH:19][CH:18]=[CH:17][CH:16]=2. The yield is 0.358. (4) The reactants are [CH:1]([N:4]1[C:8]([C:9]2[N:18]=[C:17]3[N:11]([CH2:12][CH2:13][O:14][C:15]4[CH:22]=[C:21](O)[N:20]=[CH:19][C:16]=43)[CH:10]=2)=[N:7][C:6]([CH3:24])=[N:5]1)([CH3:3])[CH3:2].[CH2:25]1[C@@H:29]([C:30]([NH2:32])=[O:31])[NH:28][CH2:27][C@H:26]1[F:33].Cl. No catalyst specified. The product is [F:33][C@@H:26]1[CH2:27][N:28]([C:21]2[N:20]=[CH:19][C:16]3[C:17]4[N:11]([CH:10]=[C:9]([C:8]5[N:4]([CH:1]([CH3:2])[CH3:3])[N:5]=[C:6]([CH3:24])[N:7]=5)[N:18]=4)[CH2:12][CH2:13][O:14][C:15]=3[CH:22]=2)[C@H:29]([C:30]([NH2:32])=[O:31])[CH2:25]1. The yield is 0.420. (5) The reactants are [Li]CCCC.[O:6]1[C:10]2[CH:11]=[CH:12][CH:13]=[CH:14][C:9]=2[CH:8]=[CH:7]1.[Cl:15][CH2:16][CH2:17][CH2:18]I.[NH4+].[Cl-]. The catalyst is C1COCC1.[Cu]I. The product is [Cl:15][CH2:16][CH2:17][CH2:18][C:7]1[O:6][C:10]2[CH:11]=[CH:12][CH:13]=[CH:14][C:9]=2[CH:8]=1. The yield is 0.260. (6) The reactants are Br[C:2]1[CH:9]=[CH:8][C:7]([C:10]([F:13])([F:12])[F:11])=[CH:6][C:3]=1[CH:4]=O.[N+:14]([CH2:16][C:17]([O:19][CH2:20][CH3:21])=[O:18])#[C-]. The catalyst is [Cu]I.CS(C)=O. The product is [F:11][C:10]([F:13])([F:12])[C:7]1[CH:6]=[C:3]2[C:2](=[CH:9][CH:8]=1)[NH:14][C:16]([C:17]([O:19][CH2:20][CH3:21])=[O:18])=[CH:4]2. The yield is 0.710. (7) The reactants are [OH-].[Na+].CO[C:5]([C:7]1([NH:13][C:14](=[O:22])[CH2:15][CH2:16][C:17]2[O:18][CH:19]=[CH:20][CH:21]=2)[CH2:12][CH2:11][CH2:10][CH2:9][CH2:8]1)=[O:6].CCOCC.Cl.C(N=C=NCCCN(C)C)C. The catalyst is O1CCCC1.C(Cl)Cl. The product is [O:18]1[CH:19]=[CH:20][CH:21]=[C:17]1[CH2:16][CH2:15][C:14]1[O:22][C:5](=[O:6])[C:7]2([CH2:8][CH2:9][CH2:10][CH2:11][CH2:12]2)[N:13]=1. The yield is 0.470. (8) The reactants are [N:1]1[CH:6]=[CH:5][C:4]([CH3:7])=[CH:3][CH:2]=1.C([Li])CCC.N1C=[CH:17][C:16]([CH2:19][Li])=[CH:15][CH:14]=1.BrCCC(C)C. The catalyst is C1COCC1.O. The product is [CH2:7]([C:4]1[CH:5]=[CH:6][N:1]=[CH:2][CH:3]=1)[CH2:14][CH2:15][CH:16]([CH3:19])[CH3:17]. The yield is 0.950. (9) The reactants are [Br:1][C:2]1[C:7]([F:8])=[CH:6][C:5]([OH:9])=[C:4]([F:10])[CH:3]=1.[C:11]([O-])([O-])=O.[K+].[K+].CI. The catalyst is CN(C=O)C. The product is [Br:1][C:2]1[CH:3]=[C:4]([F:10])[C:5]([O:9][CH3:11])=[CH:6][C:7]=1[F:8]. The yield is 0.561. (10) The reactants are [CH:1]1([C:6]2[N:11]=[C:10]([CH2:12][C:13]3[CH:18]=[CH:17][C:16]([CH2:19][C:20]([O:22]C)=[O:21])=[CH:15][CH:14]=3)[CH:9]=[C:8]([C:24]([F:27])([F:26])[F:25])[N:7]=2)[CH2:5][CH2:4][CH2:3][CH2:2]1.[OH-].[Li+]. No catalyst specified. The product is [CH:1]1([C:6]2[N:11]=[C:10]([CH2:12][C:13]3[CH:18]=[CH:17][C:16]([CH2:19][C:20]([OH:22])=[O:21])=[CH:15][CH:14]=3)[CH:9]=[C:8]([C:24]([F:26])([F:27])[F:25])[N:7]=2)[CH2:5][CH2:4][CH2:3][CH2:2]1. The yield is 0.250.